From a dataset of Reaction yield outcomes from USPTO patents with 853,638 reactions. Predict the reaction yield, written as a fraction of the theoretical maximum amount of product (1.0 means a 100% yield; for example, 0.34 means a 34% yield). (1) The reactants are Cl.Cl.[NH2:3][CH2:4][C@@:5]1([OH:13])[CH:10]2[CH2:11][CH2:12][N:7]([CH2:8][CH2:9]2)[CH2:6]1.C([O-])([O-])=O.[Cs+].[Cs+].[N:20]([C:23]1[CH:28]=[C:27]([C:29]2[CH:34]=[CH:33][N:32]=[CH:31][CH:30]=2)[N:26]=[CH:25][N:24]=1)=[C:21]=S.C(N=C=NC(C)C)(C)C. The catalyst is CN(C)C=O. The product is [N:32]1[CH:31]=[CH:30][C:29]([C:27]2[N:26]=[CH:25][N:24]=[C:23]([NH:20][C:21]3[O:13][C@:5]4([CH2:4][N:3]=3)[CH:10]3[CH2:9][CH2:8][N:7]([CH2:12][CH2:11]3)[CH2:6]4)[CH:28]=2)=[CH:34][CH:33]=1. The yield is 0.160. (2) The reactants are [F:1][C:2]1[CH:23]=[CH:22][CH:21]=[CH:20][C:3]=1[O:4][CH2:5][CH:6]1[CH2:10][CH2:9][N:8]([CH2:11][C:12]2[C:13]([O:18]C)=[N:14][CH:15]=[CH:16][N:17]=2)[CH2:7]1.[C:24](=[O:27])([OH:26])[O-].[Na+].[C:29]([O:32]CC)(=[O:31])C. The catalyst is C(O)C.Cl.C(OCC)(=O)C. The product is [C:29]([OH:32])(=[O:31])[C:24]([OH:26])=[O:27].[F:1][C:2]1[CH:23]=[CH:22][CH:21]=[CH:20][C:3]=1[O:4][CH2:5][CH:6]1[CH2:10][CH2:9][N:8]([CH2:11][C:12]2[C:13](=[O:18])[NH:14][CH:15]=[CH:16][N:17]=2)[CH2:7]1. The yield is 0.560. (3) The reactants are [OH:1][C@H:2]1[CH2:7][CH2:6][C@H:5]([N:8]2[C:13](=[O:14])[C:12]([CH2:15][C:16]3[CH:21]=[CH:20][C:19]([C:22]4[C:23]([C:28]#[N:29])=[CH:24][CH:25]=[CH:26][CH:27]=4)=[C:18]([CH3:30])[CH:17]=3)=[C:11]([CH2:31][CH2:32][CH3:33])[N:10]3[N:34]=[C:35]([CH3:37])[N:36]=[C:9]23)[CH2:4][CH2:3]1.[N+](=[CH:40][C:41]([O:43][CH2:44][CH3:45])=[O:42])=[N-].O. The catalyst is C1(C)C=CC=CC=1.C([O-])(=O)C.[Rh+]. The product is [CH2:44]([O:43][C:41](=[O:42])[CH2:40][O:1][C@H:2]1[CH2:7][CH2:6][C@H:5]([N:8]2[C:13](=[O:14])[C:12]([CH2:15][C:16]3[CH:21]=[CH:20][C:19]([C:22]4[CH:27]=[CH:26][CH:25]=[CH:24][C:23]=4[C:28]#[N:29])=[C:18]([CH3:30])[CH:17]=3)=[C:11]([CH2:31][CH2:32][CH3:33])[N:10]3[N:34]=[C:35]([CH3:37])[N:36]=[C:9]23)[CH2:4][CH2:3]1)[CH3:45]. The yield is 0.600. (4) The yield is 0.940. The reactants are [C:1]([C:3]1[CH:8]=[CH:7][C:6]([N:9]([CH2:17][C:18]([F:21])([F:20])[F:19])[CH2:10][CH:11]([CH3:16])[C:12]([O:14]C)=[O:13])=[CH:5][C:4]=1[C:22]([F:25])([F:24])[F:23])#[N:2].[OH-].[Na+]. The product is [C:1]([C:3]1[CH:8]=[CH:7][C:6]([N:9]([CH2:17][C:18]([F:21])([F:19])[F:20])[CH2:10][CH:11]([CH3:16])[C:12]([OH:14])=[O:13])=[CH:5][C:4]=1[C:22]([F:23])([F:25])[F:24])#[N:2]. The catalyst is C1COCC1.CO. (5) The reactants are [CH2:1]([CH:5]([C:11]([CH3:13])=[O:12])[C:6]([O:8]CC)=O)[CH2:2][CH2:3][CH3:4].[CH:14]([C:17]1[CH:23]=[CH:22][C:20]([NH2:21])=[CH:19][CH:18]=1)([CH3:16])[CH3:15]. No catalyst specified. The product is [C:11]([CH:5]([CH2:1][CH2:2][CH2:3][CH3:4])[C:6]([NH:21][C:20]1[CH:22]=[CH:23][C:17]([CH:14]([CH3:16])[CH3:15])=[CH:18][CH:19]=1)=[O:8])(=[O:12])[CH3:13]. The yield is 0.610. (6) The reactants are [CH2:1]([O:3][C:4]([C:6]1[C:10]([N+:11]([O-])=O)=[CH:9][NH:8][N:7]=1)=[O:5])[CH3:2]. The catalyst is CCO.[Pd]. The product is [CH2:1]([O:3][C:4]([C:6]1[C:10]([NH2:11])=[CH:9][NH:8][N:7]=1)=[O:5])[CH3:2]. The yield is 0.980. (7) The reactants are [CH2:1]([O:8][C:9]1[CH:14]=[C:13]([CH2:15][CH3:16])[CH:12]=[CH:11][C:10]=1[O:17][C:18]1[CH:23]=[CH:22][C:21]([N+:24]([O-])=O)=[CH:20][C:19]=1[F:27])[C:2]1[CH:7]=[CH:6][CH:5]=[CH:4][CH:3]=1.[Sn](Cl)Cl.Cl.[OH-].[Na+]. The catalyst is CCOCC. The product is [CH2:1]([O:8][C:9]1[CH:14]=[C:13]([CH2:15][CH3:16])[CH:12]=[CH:11][C:10]=1[O:17][C:18]1[CH:23]=[CH:22][C:21]([NH2:24])=[CH:20][C:19]=1[F:27])[C:2]1[CH:3]=[CH:4][CH:5]=[CH:6][CH:7]=1. The yield is 0.688.